From a dataset of NCI-60 drug combinations with 297,098 pairs across 59 cell lines. Regression. Given two drug SMILES strings and cell line genomic features, predict the synergy score measuring deviation from expected non-interaction effect. (1) Drug 1: CN1C(=O)N2C=NC(=C2N=N1)C(=O)N. Drug 2: CS(=O)(=O)OCCCCOS(=O)(=O)C. Cell line: SF-295. Synergy scores: CSS=-7.71, Synergy_ZIP=1.47, Synergy_Bliss=-2.99, Synergy_Loewe=-7.08, Synergy_HSA=-7.57. (2) Drug 1: CN(CC1=CN=C2C(=N1)C(=NC(=N2)N)N)C3=CC=C(C=C3)C(=O)NC(CCC(=O)O)C(=O)O. Drug 2: CC1=C(C=C(C=C1)NC(=O)C2=CC=C(C=C2)CN3CCN(CC3)C)NC4=NC=CC(=N4)C5=CN=CC=C5. Cell line: OVCAR-5. Synergy scores: CSS=16.3, Synergy_ZIP=21.5, Synergy_Bliss=24.2, Synergy_Loewe=23.0, Synergy_HSA=24.1. (3) Drug 1: C1CN(P(=O)(OC1)NCCCl)CCCl. Drug 2: C1C(C(OC1N2C=NC3=C2NC=NCC3O)CO)O. Cell line: KM12. Synergy scores: CSS=-1.80, Synergy_ZIP=0.906, Synergy_Bliss=-0.437, Synergy_Loewe=-2.61, Synergy_HSA=-2.32.